Dataset: Reaction yield outcomes from USPTO patents with 853,638 reactions. Task: Predict the reaction yield, written as a fraction of the theoretical maximum amount of product (1.0 means a 100% yield; for example, 0.34 means a 34% yield). (1) The yield is 0.560. The product is [C:19]([NH:1][C:2]1[CH:10]=[CH:9][C:5]([C:6]([OH:8])=[O:7])=[CH:4][C:3]=1[CH3:11])(=[O:21])[CH3:20]. The reactants are [NH2:1][C:2]1[CH:10]=[CH:9][C:5]([C:6]([OH:8])=[O:7])=[CH:4][C:3]=1[CH3:11].C(N(CC)CC)C.[C:19](OC(=O)C)(=[O:21])[CH3:20]. The catalyst is C(Cl)Cl. (2) The reactants are CC(C)([O-])C.[K+].CO[C:9](=[O:22])[C:10]([C:12]1[C:20]2[C:15](=[CH:16][CH:17]=[CH:18][CH:19]=2)[N:14]([CH3:21])[CH:13]=1)=O.[Cl:23][C:24]1[C:25]([CH2:38][C:39]([NH2:41])=[O:40])=[CH:26][C:27]2[C:32]([CH:33]=1)=[CH:31][CH:30]=[CH:29][C:28]=2[CH2:34][N:35]([CH3:37])[CH3:36].[NH4+].[Cl-]. The catalyst is O1CCCC1.CCOC(C)=O. The product is [Cl:23][C:24]1[C:25]([C:38]2[C:39](=[O:40])[NH:41][C:9](=[O:22])[C:10]=2[C:12]2[C:20]3[C:15](=[CH:16][CH:17]=[CH:18][CH:19]=3)[N:14]([CH3:21])[CH:13]=2)=[CH:26][C:27]2[C:32]([CH:33]=1)=[CH:31][CH:30]=[CH:29][C:28]=2[CH2:34][N:35]([CH3:36])[CH3:37]. The yield is 0.0400. (3) The reactants are [NH2:1][C:2]1[N:7]=[CH:6][N:5]=[C:4]2[N:8]([CH2:12][C:13]3[O:14][C:15]4[C:20]([C:21](=[O:29])[C:22]=3[C:23]3[CH:28]=[CH:27][CH:26]=[CH:25][CH:24]=3)=[CH:19][CH:18]=[CH:17][CH:16]=4)[N:9]=[C:10](I)[C:3]=12.[CH2:30]([OH:33])[C:31]#[CH:32].ClCCl. The catalyst is C1COCC1.[Cu]I. The product is [NH2:1][C:2]1[N:7]=[CH:6][N:5]=[C:4]2[N:8]([CH2:12][C:13]3[O:14][C:15]4[C:20]([C:21](=[O:29])[C:22]=3[C:23]3[CH:28]=[CH:27][CH:26]=[CH:25][CH:24]=3)=[CH:19][CH:18]=[CH:17][CH:16]=4)[N:9]=[C:10]([C:32]#[C:31][CH2:30][OH:33])[C:3]=12. The yield is 0.770. (4) The yield is 0.690. The reactants are [CH3:1][C:2]1[N:6]([CH:7]2[CH2:13][CH:12]3[N:14]([CH2:15][CH2:16][C:17]4([C:23]5[CH:28]=[CH:27][CH:26]=[CH:25][CH:24]=5)[CH2:22][CH2:21][NH:20][CH2:19][CH2:18]4)[CH:9]([CH2:10][CH2:11]3)[CH2:8]2)[C:5]2[CH:29]=[CH:30][CH:31]=[CH:32][C:4]=2[N:3]=1.[N:33]1[CH:38]=[CH:37][CH:36]=[C:35]2[C:39](O[C:42](=[O:43])[C:34]=12)=[O:40].C([N:46](CC)CC)C.N.CN(C(ON1N=NC2C=CC=NC1=2)=[N+](C)C)C.F[P-](F)(F)(F)(F)F. The catalyst is ClCCl. The product is [CH3:1][C:2]1[N:6]([CH:7]2[CH2:13][CH:12]3[N:14]([CH2:15][CH2:16][C:17]4([C:23]5[CH:28]=[CH:27][CH:26]=[CH:25][CH:24]=5)[CH2:18][CH2:19][N:20]([C:42]([C:34]5[N:33]=[CH:38][CH:37]=[CH:36][C:35]=5[C:39]([NH2:46])=[O:40])=[O:43])[CH2:21][CH2:22]4)[CH:9]([CH2:10][CH2:11]3)[CH2:8]2)[C:5]2[CH:29]=[CH:30][CH:31]=[CH:32][C:4]=2[N:3]=1. (5) The reactants are CN(C(ON1N=NC2C=CC=NC1=2)=[N+](C)C)C.F[P-](F)(F)(F)(F)F.[F:25][C:26]1[CH:27]=[C:28]([NH:37][C:38]([C@@H:40]2[NH:49][CH2:48][CH2:47][C:46]3[N:45]=[C:44]([O:50][CH3:51])[CH:43]=[CH:42][C:41]2=3)=[O:39])[CH:29]=[C:30]([F:36])[C:31]=1[Si:32]([CH3:35])([CH3:34])[CH3:33].[C:52]([O:56][C:57](=[O:66])[CH2:58][C@H:59]1[CH2:62][C@H:61]([C:63](O)=[O:64])[CH2:60]1)([CH3:55])([CH3:54])[CH3:53].CCN(C(C)C)C(C)C. The catalyst is CN(C=O)C.O. The product is [F:36][C:30]1[CH:29]=[C:28]([NH:37][C:38]([C@@H:40]2[N:49]([C:63]([C@H:61]3[CH2:60][C@H:59]([CH2:58][C:57]([O:56][C:52]([CH3:55])([CH3:54])[CH3:53])=[O:66])[CH2:62]3)=[O:64])[CH2:48][CH2:47][C:46]3[N:45]=[C:44]([O:50][CH3:51])[CH:43]=[CH:42][C:41]2=3)=[O:39])[CH:27]=[C:26]([F:25])[C:31]=1[Si:32]([CH3:35])([CH3:34])[CH3:33]. The yield is 0.666. (6) The reactants are [CH3:1][C@H:2]1[CH2:7][C@@H:6]([O:8][CH2:9][C:10]([OH:12])=O)[C@H:5]([C:13]([CH3:15])=[CH2:14])[CH2:4][CH2:3]1.[I-].ClC1C=CC=C[N+]=1C.[CH2:25]([NH2:29])[CH:26]([CH3:28])[CH3:27].C(N(CC)CC)C. The catalyst is ClCCl. The product is [CH2:25]([NH:29][C:10](=[O:12])[CH2:9][O:8][C@@H:6]1[CH2:7][C@H:2]([CH3:1])[CH2:3][CH2:4][C@H:5]1[C:13]([CH3:15])=[CH2:14])[CH:26]([CH3:28])[CH3:27]. The yield is 0.150. (7) The product is [Cl:1][C:2]1[C:10]([C:11]#[N:12])=[CH:9][CH:8]=[C:7]2[C:3]=1[CH:4]=[C:5]([CH:19]([F:21])[F:20])[N:6]2[CH2:13][C:14]1[N:17]=[C:29]([C:24]2[CH:25]=[CH:26][CH:27]=[CH:28][N:23]=2)[O:16][N:15]=1. The yield is 0.380. The reactants are [Cl:1][C:2]1[C:10]([C:11]#[N:12])=[CH:9][CH:8]=[C:7]2[C:3]=1[CH:4]=[C:5]([CH:19]([F:21])[F:20])[N:6]2[CH2:13]/[C:14](=[N:17]/[H])/[NH:15][OH:16].Cl.[N:23]1[CH:28]=[CH:27][CH:26]=[CH:25][C:24]=1[C:29](Cl)=O.CCN(CC)CC. The catalyst is C1COCC1. (8) The reactants are [C:1]([C:3]1[CH:11]=[CH:10][C:6]([C:7](O)=[O:8])=[CH:5][C:4]=1[F:12])#[N:2].O=S(Cl)[Cl:15]. No catalyst specified. The product is [C:1]([C:3]1[CH:11]=[CH:10][C:6]([C:7]([Cl:15])=[O:8])=[CH:5][C:4]=1[F:12])#[N:2]. The yield is 0.990. (9) The reactants are [N+:1]([C:4]1[S:8][C:7]([C:9]([OH:11])=O)=[CH:6][CH:5]=1)([O-:3])=[O:2].O=S(Cl)Cl.[NH2:16][C:17]1[CH:22]=[CH:21][N:20]=[CH:19][C:18]=1[OH:23].C([O-])([O-])=O.[Na+].[Na+]. The catalyst is N1C=CC=CC=1.O.CC(O)=O. The product is [OH:23][C:18]1[CH:19]=[N:20][CH:21]=[CH:22][C:17]=1[NH:16][C:9]([C:7]1[S:8][C:4]([N+:1]([O-:3])=[O:2])=[CH:5][CH:6]=1)=[O:11]. The yield is 0.780.